Dataset: Reaction yield outcomes from USPTO patents with 853,638 reactions. Task: Predict the reaction yield, written as a fraction of the theoretical maximum amount of product (1.0 means a 100% yield; for example, 0.34 means a 34% yield). (1) The reactants are Cl.Cl.Cl.Cl.Cl.[NH2:6][C:7]1[CH:12]=[CH:11][C:10]([C:13]2[CH:18]=[CH:17][N:16]=[C:15]([NH:19][C:20]3[CH:25]=[CH:24][C:23]([N:26]4[CH2:31][CH2:30][O:29][CH2:28][CH2:27]4)=[CH:22][CH:21]=3)[N:14]=2)=[CH:9][CH:8]=1.C(N(C(C)C)CC)(C)C.[C:41]([O:45][C:46]([N:48]1[CH2:52][CH2:51][CH2:50][C:49]1([CH3:56])[C:53](O)=[O:54])=[O:47])([CH3:44])([CH3:43])[CH3:42].F[P-](F)(F)(F)(F)F.N1(OC(N(C)C)=[N+](C)C)C2N=CC=CC=2N=N1. The catalyst is CC(N(C)C)=O. The product is [CH3:56][C:49]1([C:53](=[O:54])[NH:6][C:7]2[CH:12]=[CH:11][C:10]([C:13]3[CH:18]=[CH:17][N:16]=[C:15]([NH:19][C:20]4[CH:21]=[CH:22][C:23]([N:26]5[CH2:27][CH2:28][O:29][CH2:30][CH2:31]5)=[CH:24][CH:25]=4)[N:14]=3)=[CH:9][CH:8]=2)[CH2:50][CH2:51][CH2:52][N:48]1[C:46]([O:45][C:41]([CH3:43])([CH3:42])[CH3:44])=[O:47]. The yield is 0.270. (2) The yield is 0.400. The reactants are [CH3:1][C:2]1[CH:7]=[CH:6][N:5]=[C:4]([NH2:8])[C:3]=1[N+:9]([O-])=O.[H][H].[C:14]1([C:20](OC)(OC)OC)[CH:19]=[CH:18][CH:17]=[CH:16][CH:15]=1.CC1C=CC(S(O)(=O)=O)=CC=1.C([O-])(O)=O.[Na+]. The product is [CH3:1][C:2]1[CH:7]=[CH:6][N:5]=[C:4]2[NH:8][C:20]([C:14]3[CH:19]=[CH:18][CH:17]=[CH:16][CH:15]=3)=[N:9][C:3]=12. The catalyst is CO.[Ni].CCCCCC.O. (3) The reactants are Br[C:2]1[N:18]=[C:5]2[CH:6]=[CH:7][CH:8]=[C:9]([CH2:10][N:11]3[CH2:16][CH2:15][NH:14][C:13](=[O:17])[CH2:12]3)[N:4]2[N:3]=1.[CH3:19]S(OS(C)(=O)=O)(=O)=O.BrC1N=C2C=CC=C([CH2:37][OH:38])N2N=1.[CH:40]([N:43]([CH2:47][CH3:48])[CH:44]([CH3:46])C)([CH3:42])C.[NH:49]1[CH2:54][CH2:53][NH:52]CC1=O. The catalyst is CN(C)C=O. The product is [OH:38][CH:37]1[CH2:46][CH2:44][N:43]([C:40]2[N:49]=[CH:54][C:53]([NH:52][C:2]3[N:18]=[C:5]4[CH:6]=[CH:7][CH:8]=[C:9]([CH2:10][N:11]5[CH2:16][CH2:15][NH:14][C:13](=[O:17])[CH2:12]5)[N:4]4[N:3]=3)=[CH:19][CH:42]=2)[CH2:47][CH2:48]1. The yield is 0.940. (4) The reactants are C(OC([NH:8][C@H:9]([C:11]([NH:13][CH:14]1[N:20]=[C:19]([C:21]2[CH:26]=[CH:25][CH:24]=[CH:23][N:22]=2)[C:18]2[CH:27]=[CH:28][CH:29]=[CH:30][C:17]=2[N:16]([CH3:31])[C:15]1=[O:32])=[O:12])[CH3:10])=O)(C)(C)C.C(O)(C(F)(F)F)=O. The catalyst is C(Cl)Cl. The product is [NH2:8][C@H:9]([C:11]([NH:13][CH:14]1[N:20]=[C:19]([C:21]2[CH:26]=[CH:25][CH:24]=[CH:23][N:22]=2)[C:18]2[CH:27]=[CH:28][CH:29]=[CH:30][C:17]=2[N:16]([CH3:31])[C:15]1=[O:32])=[O:12])[CH3:10]. The yield is 0.660.